The task is: Regression. Given two drug SMILES strings and cell line genomic features, predict the synergy score measuring deviation from expected non-interaction effect.. This data is from NCI-60 drug combinations with 297,098 pairs across 59 cell lines. (1) Drug 1: C1=CC(=CC=C1CC(C(=O)O)N)N(CCCl)CCCl.Cl. Drug 2: CN(C(=O)NC(C=O)C(C(C(CO)O)O)O)N=O. Cell line: HOP-92. Synergy scores: CSS=10.9, Synergy_ZIP=0.106, Synergy_Bliss=1.71, Synergy_Loewe=-5.64, Synergy_HSA=2.25. (2) Drug 1: CC1=C(C=C(C=C1)C(=O)NC2=CC(=CC(=C2)C(F)(F)F)N3C=C(N=C3)C)NC4=NC=CC(=N4)C5=CN=CC=C5. Drug 2: C1CNP(=O)(OC1)N(CCCl)CCCl. Cell line: HL-60(TB). Synergy scores: CSS=-16.8, Synergy_ZIP=12.9, Synergy_Bliss=10.00, Synergy_Loewe=-11.1, Synergy_HSA=-11.1. (3) Cell line: HT29. Drug 1: CC1C(C(CC(O1)OC2CC(CC3=C2C(=C4C(=C3O)C(=O)C5=C(C4=O)C(=CC=C5)OC)O)(C(=O)C)O)N)O.Cl. Drug 2: C1=CN(C(=O)N=C1N)C2C(C(C(O2)CO)O)O.Cl. Synergy scores: CSS=47.4, Synergy_ZIP=2.98, Synergy_Bliss=3.10, Synergy_Loewe=1.79, Synergy_HSA=5.64. (4) Drug 1: C1CN1C2=NC(=NC(=N2)N3CC3)N4CC4. Drug 2: COC1=C(C=C2C(=C1)N=CN=C2NC3=CC(=C(C=C3)F)Cl)OCCCN4CCOCC4. Cell line: SF-539. Synergy scores: CSS=34.8, Synergy_ZIP=-0.573, Synergy_Bliss=0.726, Synergy_Loewe=-7.57, Synergy_HSA=1.11. (5) Drug 1: CC12CCC(CC1=CCC3C2CCC4(C3CC=C4C5=CN=CC=C5)C)O. Drug 2: CC1C(C(CC(O1)OC2CC(OC(C2O)C)OC3=CC4=CC5=C(C(=O)C(C(C5)C(C(=O)C(C(C)O)O)OC)OC6CC(C(C(O6)C)O)OC7CC(C(C(O7)C)O)OC8CC(C(C(O8)C)O)(C)O)C(=C4C(=C3C)O)O)O)O. Cell line: SN12C. Synergy scores: CSS=12.3, Synergy_ZIP=1.24, Synergy_Bliss=3.57, Synergy_Loewe=6.47, Synergy_HSA=4.42.